From a dataset of Catalyst prediction with 721,799 reactions and 888 catalyst types from USPTO. Predict which catalyst facilitates the given reaction. Reactant: [CH3:1][N:2]([CH2:4][CH:5]1[CH2:17][CH2:16][C:8]2(OCC(C)(C)C[O:9]2)[CH2:7][C:6]1([C:19]1[CH:24]=[CH:23][CH:22]=[C:21]([O:25][CH3:26])[CH:20]=1)O)[CH3:3].[ClH:27].O.[OH-].[Na+]. Product: [ClH:27].[CH3:3][N:2]([CH2:4][CH:5]1[CH2:17][CH2:16][C:8](=[O:9])[CH:7]=[C:6]1[C:19]1[CH:24]=[CH:23][CH:22]=[C:21]([O:25][CH3:26])[CH:20]=1)[CH3:1]. The catalyst class is: 54.